Dataset: Forward reaction prediction with 1.9M reactions from USPTO patents (1976-2016). Task: Predict the product of the given reaction. (1) Given the reactants [Si]([O:8][CH2:9][C:10]1[CH:15]=[C:14](Cl)[CH:13]=[CH:12][C:11]=1[C:17]1[C:26]2[C:21](=[CH:22][C:23]([S:27]([NH:30][C:31]3[S:32][CH:33]=[N:34][N:35]=3)(=[O:29])=[O:28])=[CH:24][CH:25]=2)[CH:20]=[CH:19][N:18]=1)(C(C)(C)C)(C)C.[F:36][C:37]1[CH:38]=[C:39](B(O)O)[CH:40]=[CH:41][CH:42]=1.C1(P(C2CCCCC2)C2C=CC=CC=2C2C(OC)=CC=CC=2OC)CCCCC1.P([O-])([O-])([O-])=O.[K+].[K+].[K+], predict the reaction product. The product is: [F:36][C:37]1[CH:42]=[C:41]([C:14]2[CH:13]=[CH:12][C:11]([C:17]3[C:26]4[C:21](=[CH:22][C:23]([S:27]([NH:30][C:31]5[S:32][CH:33]=[N:34][N:35]=5)(=[O:29])=[O:28])=[CH:24][CH:25]=4)[CH:20]=[CH:19][N:18]=3)=[C:10]([CH2:9][OH:8])[CH:15]=2)[CH:40]=[CH:39][CH:38]=1. (2) Given the reactants [CH2:1]([O:3][C:4]([C:6]1[NH:7][C:8]2[C:13]([C:14]=1[CH:15]=[O:16])=[CH:12][C:11]([Br:17])=[CH:10][CH:9]=2)=[O:5])[CH3:2].[CH:18]([O:21][C:22]1[CH:27]=[CH:26][C:25](B(O)O)=[CH:24][CH:23]=1)([CH3:20])[CH3:19], predict the reaction product. The product is: [CH2:1]([O:3][C:4]([C:6]1[N:7]([C:25]2[CH:26]=[CH:27][C:22]([O:21][CH:18]([CH3:20])[CH3:19])=[CH:23][CH:24]=2)[C:8]2[C:13]([C:14]=1[CH:15]=[O:16])=[CH:12][C:11]([Br:17])=[CH:10][CH:9]=2)=[O:5])[CH3:2]. (3) Given the reactants [NH2:1][C:2]1[S:3][C:4]2[CH:10]=[C:9]([O:11]CC)[CH:8]=[CH:7][C:5]=2[N:6]=1.Br.O, predict the reaction product. The product is: [NH2:1][C:2]1[S:3][C:4]2[CH:10]=[C:9]([OH:11])[CH:8]=[CH:7][C:5]=2[N:6]=1. (4) Given the reactants C([O:3][C:4]([CH:6]1[C:11](=[O:12])[NH:10][C:9]2[CH:13]=[C:14]([Cl:17])[CH:15]=[CH:16][C:8]=2[O:7]1)=[O:5])C.[OH-].[Li+], predict the reaction product. The product is: [Cl:17][C:14]1[CH:15]=[CH:16][C:8]2[O:7][CH:6]([C:4]([OH:5])=[O:3])[C:11](=[O:12])[NH:10][C:9]=2[CH:13]=1. (5) Given the reactants [CH2:1]([N:5]1[C:13]2[C:8](=[CH:9][C:10]([C:14]([OH:16])=[O:15])=[CH:11][CH:12]=2)[C:7]([CH3:17])=[N:6]1)[CH:2]([CH3:4])[CH3:3].[N+](=[CH2:20])=[N-].C(OCC)C, predict the reaction product. The product is: [CH3:20][O:15][C:14]([C:10]1[CH:9]=[C:8]2[C:13](=[CH:12][CH:11]=1)[N:5]([CH2:1][CH:2]([CH3:4])[CH3:3])[N:6]=[C:7]2[CH3:17])=[O:16]. (6) Given the reactants C(OC(=O)[N:7]([CH2:23][CH2:24][NH:25][C:26]1[CH:31]=[CH:30][CH:29]=[CH:28][C:27]=1[NH:32][S:33]([CH3:36])(=[O:35])=[O:34])[CH2:8][C:9]1[CH:14]=[CH:13][CH:12]=[C:11]([C:15]([N:17]2[CH2:22][CH2:21][CH2:20][CH2:19][CH2:18]2)=[O:16])[CH:10]=1)(C)(C)C.C(OC(=O)N(CCNC1C=CC=CC=1N)CC1C=CC=C(C(N2CCCCC2)=O)C=1)(C)(C)C.CCN(CC)CC.CS(Cl)(=O)=O.[NH4+].[Cl-], predict the reaction product. The product is: [N:17]1([C:15]([C:11]2[CH:10]=[C:9]([CH:14]=[CH:13][CH:12]=2)[CH2:8][NH:7][CH2:23][CH2:24][NH:25][C:26]2[CH:31]=[CH:30][CH:29]=[CH:28][C:27]=2[NH:32][S:33]([CH3:36])(=[O:35])=[O:34])=[O:16])[CH2:22][CH2:21][CH2:20][CH2:19][CH2:18]1. (7) Given the reactants [C:1]([O:5][C:6](=[O:26])[NH:7][CH:8]1[CH2:13][CH2:12][N:11]([CH2:14][C:15]2[CH:16]=[CH:17][N:18]3[C:23]=2[C:22](SC)=[N:21][CH:20]=[N:19]3)[CH2:10][CH2:9]1)([CH3:4])([CH3:3])[CH3:2].[Cl:27][C:28]1[CH:29]=[C:30]([NH2:42])[CH:31]=[CH:32][C:33]=1[O:34][CH2:35][C:36]1[CH:37]=[N:38][CH:39]=[CH:40][CH:41]=1, predict the reaction product. The product is: [C:1]([O:5][C:6](=[O:26])[NH:7][CH:8]1[CH2:13][CH2:12][N:11]([CH2:14][C:15]2[CH:16]=[CH:17][N:18]3[C:23]=2[C:22]([NH:42][C:30]2[CH:31]=[CH:32][C:33]([O:34][CH2:35][C:36]4[CH:37]=[N:38][CH:39]=[CH:40][CH:41]=4)=[C:28]([Cl:27])[CH:29]=2)=[N:21][CH:20]=[N:19]3)[CH2:10][CH2:9]1)([CH3:4])([CH3:3])[CH3:2]. (8) Given the reactants [C:1]([CH2:4][C:5]1[CH:13]=[C:12]([O:14][CH3:15])[CH:11]=[CH:10][C:6]=1[C:7](O)=[O:8])(O)=[O:2].[NH2:16]C(N)=O, predict the reaction product. The product is: [CH3:15][O:14][C:12]1[CH:13]=[C:5]2[C:6](=[CH:10][CH:11]=1)[C:7](=[O:8])[NH:16][C:1](=[O:2])[CH2:4]2.